Dataset: Peptide-MHC class II binding affinity with 134,281 pairs from IEDB. Task: Regression. Given a peptide amino acid sequence and an MHC pseudo amino acid sequence, predict their binding affinity value. This is MHC class II binding data. (1) The peptide sequence is VATLSEALRIIAGTLEVHAV. The MHC is DRB5_0101 with pseudo-sequence DRB5_0101. The binding affinity (normalized) is 0.506. (2) The peptide sequence is SEFAYGSFVRTVSLP. The MHC is HLA-DPA10103-DPB10401 with pseudo-sequence HLA-DPA10103-DPB10401. The binding affinity (normalized) is 0.752. (3) The peptide sequence is TNNPHMQDKTMVKKW. The MHC is HLA-DQA10601-DQB10402 with pseudo-sequence HLA-DQA10601-DQB10402. The binding affinity (normalized) is 0. (4) The peptide sequence is LRTLVLAPTRVVLSE. The MHC is DRB1_0301 with pseudo-sequence DRB1_0301. The binding affinity (normalized) is 0.872.